This data is from NCI-60 drug combinations with 297,098 pairs across 59 cell lines. The task is: Regression. Given two drug SMILES strings and cell line genomic features, predict the synergy score measuring deviation from expected non-interaction effect. Drug 1: CCCCC(=O)OCC(=O)C1(CC(C2=C(C1)C(=C3C(=C2O)C(=O)C4=C(C3=O)C=CC=C4OC)O)OC5CC(C(C(O5)C)O)NC(=O)C(F)(F)F)O. Drug 2: CCC1(C2=C(COC1=O)C(=O)N3CC4=CC5=C(C=CC(=C5CN(C)C)O)N=C4C3=C2)O.Cl. Cell line: UACC62. Synergy scores: CSS=73.6, Synergy_ZIP=-0.544, Synergy_Bliss=-2.21, Synergy_Loewe=1.00, Synergy_HSA=3.79.